This data is from Catalyst prediction with 721,799 reactions and 888 catalyst types from USPTO. The task is: Predict which catalyst facilitates the given reaction. (1) Reactant: [C:1]([O:5][C:6]([NH:8][CH2:9][C:10]([OH:12])=O)=[O:7])([CH3:4])([CH3:3])[CH3:2].F[P-](F)(F)(F)(F)F.N1(OC(N(C)C)=[N+](C)C)C2N=CC=CC=2N=N1.C(N(C(C)C)CC)(C)C.[NH:46]1[CH2:51][CH2:50][CH2:49][C@@H:48]([NH:52][C:53]2[CH:58]=[N:57][CH:56]=[C:55]([C:59]3[CH:60]=[N:61][N:62]4[CH:67]=[CH:66][CH:65]=[CH:64][C:63]=34)[N:54]=2)[CH2:47]1. Product: [O:12]=[C:10]([N:46]1[CH2:51][CH2:50][CH2:49][C@@H:48]([NH:52][C:53]2[CH:58]=[N:57][CH:56]=[C:55]([C:59]3[CH:60]=[N:61][N:62]4[CH:67]=[CH:66][CH:65]=[CH:64][C:63]=34)[N:54]=2)[CH2:47]1)[CH2:9][NH:8][C:6](=[O:7])[O:5][C:1]([CH3:2])([CH3:3])[CH3:4]. The catalyst class is: 3. (2) Reactant: I[CH:2]([CH3:4])[CH3:3].[NH2:5][C:6]1[C:16]([NH2:17])=[CH:15][CH:14]=[CH:13][C:7]=1[C:8]([O:10][CH2:11][CH3:12])=[O:9]. Product: [NH2:5][C:6]1[C:16]([NH:17][CH:2]([CH3:4])[CH3:3])=[CH:15][CH:14]=[CH:13][C:7]=1[C:8]([O:10][CH2:11][CH3:12])=[O:9]. The catalyst class is: 9. (3) The catalyst class is: 44. Product: [N+:12]([C:5]1[CH:6]=[C:7]([C:8]([F:11])([F:10])[F:9])[C:2]([C:16]#[N:15])=[N:3][CH:4]=1)([O-:14])=[O:13]. Reactant: Br[C:2]1[C:7]([C:8]([F:11])([F:10])[F:9])=[CH:6][C:5]([N+:12]([O-:14])=[O:13])=[CH:4][N:3]=1.[N:15]1C2C(=CC=C3C=2N=CC=C3)C=C[CH:16]=1.C([Cu])#N.